The task is: Predict the reaction yield, written as a fraction of the theoretical maximum amount of product (1.0 means a 100% yield; for example, 0.34 means a 34% yield).. This data is from Reaction yield outcomes from USPTO patents with 853,638 reactions. (1) The reactants are C[Si]([N-][Si](C)(C)C)(C)C.[Li+].[F:11][C:12]([F:28])([F:27])[C:13]1[C:14]([N:19]2[CH:23]=[C:22]([C:24](=[O:26])[CH3:25])[CH:21]=[N:20]2)=[N:15][CH:16]=[CH:17][CH:18]=1.[F:29][C:30]([F:37])([F:36])[C:31](OCC)=[O:32].Cl. The catalyst is C1COCC1. The product is [F:29][C:30]([F:37])([F:36])[C:31](=[O:32])[CH2:25][C:24]([C:22]1[CH:21]=[N:20][N:19]([C:14]2[C:13]([C:12]([F:11])([F:27])[F:28])=[CH:18][CH:17]=[CH:16][N:15]=2)[CH:23]=1)=[O:26]. The yield is 0.880. (2) The reactants are [Br:1][C:2]1[C:3]([N:18]2[CH2:23][CH2:22][CH2:21][C@@H:20]([NH:24]C(=O)OC(C)(C)C)[CH2:19]2)=[C:4]2[C:10]([NH:11][C:12](=[O:17])[CH2:13][CH:14]3[CH2:16][CH2:15]3)=[CH:9][NH:8][C:5]2=[N:6][CH:7]=1.[ClH:32]. The catalyst is C(O)(C(F)(F)F)=O.C(Cl)Cl.CCOCC. The product is [ClH:32].[NH2:24][C@@H:20]1[CH2:21][CH2:22][CH2:23][N:18]([C:3]2[C:2]([Br:1])=[CH:7][N:6]=[C:5]3[NH:8][CH:9]=[C:10]([NH:11][C:12](=[O:17])[CH2:13][CH:14]4[CH2:15][CH2:16]4)[C:4]=23)[CH2:19]1. The yield is 0.420.